From a dataset of TCR-epitope binding with 47,182 pairs between 192 epitopes and 23,139 TCRs. Binary Classification. Given a T-cell receptor sequence (or CDR3 region) and an epitope sequence, predict whether binding occurs between them. (1) The epitope is QYDPVAALF. The TCR CDR3 sequence is CASSPGGGSSFGYTF. Result: 0 (the TCR does not bind to the epitope). (2) The epitope is FPRPWLHGL. The TCR CDR3 sequence is CASSITDNTEAFF. Result: 0 (the TCR does not bind to the epitope). (3) The epitope is KLWAQCVQL. The TCR CDR3 sequence is CASSHPSGDLRNEQFF. Result: 1 (the TCR binds to the epitope). (4) The epitope is QECVRGTTVL. The TCR CDR3 sequence is CASSPGTRSEQYF. Result: 1 (the TCR binds to the epitope). (5) The epitope is LEPLVDLPI. The TCR CDR3 sequence is CASGWPGGLNSNQPQHF. Result: 0 (the TCR does not bind to the epitope). (6) The epitope is FLPRVFSAV. The TCR CDR3 sequence is CASSPEDYNEQFF. Result: 1 (the TCR binds to the epitope). (7) The epitope is KAYNVTQAF. The TCR CDR3 sequence is CASSLGPVKNF. Result: 1 (the TCR binds to the epitope).